From a dataset of Full USPTO retrosynthesis dataset with 1.9M reactions from patents (1976-2016). Predict the reactants needed to synthesize the given product. (1) Given the product [Cl:33][C:30]1[CH:31]=[C:32]2[C:24]([C:22]([C:19]3[CH:18]=[N:17][C:16]([NH:7][CH2:8][C:9]4[CH:14]=[CH:13][CH:12]=[CH:11][C:10]=4[F:15])=[CH:21][CH:20]=3)=[O:23])=[CH:25][NH:26][C:27]2=[N:28][CH:29]=1, predict the reactants needed to synthesize it. The reactants are: C(OC(=O)[N:7]([C:16]1[CH:21]=[CH:20][C:19]([C:22]([C:24]2[C:32]3[C:27](=[N:28][CH:29]=[C:30]([Cl:33])[CH:31]=3)[NH:26][CH:25]=2)=[O:23])=[CH:18][N:17]=1)[CH2:8][C:9]1[CH:14]=[CH:13][CH:12]=[CH:11][C:10]=1[F:15])(C)(C)C.FC(F)(F)C(O)=O.C(=O)([O-])[O-].[K+].[K+]. (2) Given the product [NH2:15][CH:5]([C:4]1[CH:7]=[CH:8][C:9]([Cl:10])=[C:2]([Cl:1])[CH:3]=1)[C:23]#[N:24], predict the reactants needed to synthesize it. The reactants are: [Cl:1][C:2]1[CH:3]=[C:4]([CH:7]=[CH:8][C:9]=1[Cl:10])[CH:5]=O.C[Si]([N-:15][Si](C)(C)C)(C)C.[Li+].CC(C)(O)[C:23]#[N:24].C([O-])(O)=O.[Na+]. (3) The reactants are: CC([N:5]([CH2:9][CH:10]1[CH2:15][N:14]([CH2:16][CH2:17][C:18]2[C:27]3[C:22](=[CH:23][CH:24]=[C:25]([O:28][CH3:29])[N:26]=3)[N:21]=[CH:20][C:19]=2[F:30])[CH2:13][CH2:12][N:11]1[C:31](=[O:34])[CH2:32]Cl)[C:6](=[O:8])[O-:7])(C)C.[H-].[Na+]. Given the product [F:30][C:19]1[CH:20]=[N:21][C:22]2[C:27]([C:18]=1[CH2:17][CH2:16][N:14]1[CH2:13][CH2:12][N:11]3[C:31](=[O:34])[CH2:32][N:5]([C:6]([O:7][C:18]([CH3:27])([CH3:19])[CH3:17])=[O:8])[CH2:9][CH:10]3[CH2:15]1)=[N:26][C:25]([O:28][CH3:29])=[CH:24][CH:23]=2, predict the reactants needed to synthesize it. (4) Given the product [CH2:11]([N:13]1[C:25]2[CH:24]=[CH:23][C:22]([CH:26]=[O:28])=[CH:21][C:20]=2[C:19]2[C:14]1=[CH:15][CH:16]=[C:17]([CH:3]=[O:4])[CH:18]=2)[CH3:12], predict the reactants needed to synthesize it. The reactants are: CN(C)[CH:3]=[O:4].P(Cl)(Cl)(Cl)=O.[CH2:11]([N:13]1[C:25]2[CH:24]=[CH:23][CH:22]=[CH:21][C:20]=2[C:19]2[C:14]1=[CH:15][CH:16]=[CH:17][CH:18]=2)[CH3:12].[C:26]([O-])(=[O:28])C.[Na+]. (5) Given the product [F:19][C:20]1[CH:21]=[CH:22][C:23]([C:26]2[O:30][N:29]=[C:28]([C:31]([N:10]3[CH2:9][C@H:8]([C:11]4[CH:12]=[CH:13][C:14]([CH3:17])=[CH:15][CH:16]=4)[NH:7][C:6](=[O:18])[C@@H:5]3[CH2:1][CH:2]([CH3:4])[CH3:3])=[O:32])[CH:27]=2)=[CH:24][CH:25]=1, predict the reactants needed to synthesize it. The reactants are: [CH2:1]([C@@H:5]1[NH:10][CH2:9][C@H:8]([C:11]2[CH:16]=[CH:15][C:14]([CH3:17])=[CH:13][CH:12]=2)[NH:7][C:6]1=[O:18])[CH:2]([CH3:4])[CH3:3].[F:19][C:20]1[CH:25]=[CH:24][C:23]([C:26]2[O:30][N:29]=[C:28]([C:31](O)=[O:32])[CH:27]=2)=[CH:22][CH:21]=1.C([C@@H]1N(C([C@@H]2C[C@H]2C2C=CC=CC=2)=O)C[C@H](CC(C)C)NC1=O)C(C)C. (6) Given the product [Cl:1][C:2]1[CH:7]=[CH:6][C:5]([C:8]2[O:9][C:10]([C:18]([O:20][CH3:21])=[O:19])=[C:11]([CH2:13][O:14][CH2:15][O:16][CH3:17])[N:12]=2)=[CH:4][CH:3]=1, predict the reactants needed to synthesize it. The reactants are: [Cl:1][C:2]1[CH:7]=[CH:6][C:5]([C:8]2[O:9][C:10]([C:18]([OH:20])=[O:19])=[C:11]([CH2:13][O:14][CH2:15][O:16][CH3:17])[N:12]=2)=[CH:4][CH:3]=1.[CH3:21][Si](C=[N+]=[N-])(C)C. (7) Given the product [CH3:56][O:55][C:53]([C:52]1[CH:57]=[CH:58][CH:59]=[CH:60][C:51]=1[NH:50][C:14]([CH:11]1[CH2:10][CH2:9][N:8]([C:6]([O:5][C:2]([CH3:1])([CH3:3])[CH3:4])=[O:7])[CH2:13][CH2:12]1)=[O:16])=[O:54], predict the reactants needed to synthesize it. The reactants are: [CH3:1][C:2]([O:5][C:6]([N:8]1[CH2:13][CH2:12][CH:11]([C:14]([OH:16])=O)[CH2:10][CH2:9]1)=[O:7])([CH3:4])[CH3:3].CN(C(ON1N=NC2C=CC=NC1=2)=[N+](C)C)C.F[P-](F)(F)(F)(F)F.C(N(C(C)C)CC)(C)C.[NH2:50][C:51]1[CH:60]=[CH:59][CH:58]=[CH:57][C:52]=1[C:53]([O:55][CH3:56])=[O:54].